This data is from Catalyst prediction with 721,799 reactions and 888 catalyst types from USPTO. The task is: Predict which catalyst facilitates the given reaction. (1) Reactant: [C:1]([CH2:3][C:4]([NH:6][C:7]1[CH:12]=[CH:11][C:10]([C:13]2[N:17]=[CH:16][N:15]([C:18]3[CH:23]=[CH:22][C:21]([O:24][C:25]([F:28])([F:27])[F:26])=[CH:20][CH:19]=3)[N:14]=2)=[CH:9][CH:8]=1)=[O:5])#[N:2].[CH:29]([C:32]1[CH:37]=[CH:36][CH:35]=[CH:34][C:33]=1[N:38]=[C:39]=[S:40])([CH3:31])[CH3:30].[H-].[Na+].Cl. Product: [C:1](/[C:3](=[C:39](\[NH:38][C:33]1[CH:34]=[CH:35][CH:36]=[CH:37][C:32]=1[CH:29]([CH3:31])[CH3:30])/[SH:40])/[C:4]([NH:6][C:7]1[CH:12]=[CH:11][C:10]([C:13]2[N:17]=[CH:16][N:15]([C:18]3[CH:23]=[CH:22][C:21]([O:24][C:25]([F:28])([F:27])[F:26])=[CH:20][CH:19]=3)[N:14]=2)=[CH:9][CH:8]=1)=[O:5])#[N:2]. The catalyst class is: 3. (2) Reactant: CS(C)=O.C(Cl)(=O)C(Cl)=O.[CH2:11]([O:18][CH2:19][C@H:20]([CH:33]([CH3:35])[CH3:34])[CH2:21][C@H:22]([NH:25][C:26](=[O:32])[O:27][C:28]([CH3:31])([CH3:30])[CH3:29])[CH2:23][OH:24])[C:12]1[CH:17]=[CH:16][CH:15]=[CH:14][CH:13]=1.C(N(CC)CC)C. Product: [CH2:11]([O:18][CH2:19][C@H:20]([CH:33]([CH3:35])[CH3:34])[CH2:21][C@H:22]([NH:25][C:26](=[O:32])[O:27][C:28]([CH3:29])([CH3:30])[CH3:31])[CH:23]=[O:24])[C:12]1[CH:13]=[CH:14][CH:15]=[CH:16][CH:17]=1. The catalyst class is: 34. (3) Reactant: [S:1]1[CH2:5][CH2:4][NH:3][C:2]1=[O:6].C(=O)([O-])[O-].[K+].[K+].Cl.[CH3:14][N:15]([CH3:20])[CH2:16][CH2:17][CH2:18]Cl.C1OCCOCCOCCOCCOCCOC1. Product: [CH3:14][N:15]([CH3:20])[CH2:16][CH2:17][CH2:18][N:3]1[CH2:4][CH2:5][S:1][C:2]1=[O:6]. The catalyst class is: 10. (4) Reactant: [N:1]1[CH:2]=[CH:3][N:4]2[C:9]=1[CH:8]=[CH:7][C:6]([S:10][C:11]1[CH:19]=[CH:18][CH:17]=[CH:16][C:12]=1[C:13]([OH:15])=O)=[N:5]2.[NH2:20][C:21]1[CH:26]=[CH:25][CH:24]=[CH:23][CH:22]=1.O.ON1C2C=CC=CC=2N=N1.Cl.CN(C)CCCN=C=NCC.C(N(CC)CC)C.[OH-].[Na+]. Product: [N:1]1[CH:2]=[CH:3][N:4]2[C:9]=1[CH:8]=[CH:7][C:6]([S:10][C:11]1[CH:19]=[CH:18][CH:17]=[CH:16][C:12]=1[C:13]([NH:20][C:21]1[CH:26]=[CH:25][CH:24]=[CH:23][CH:22]=1)=[O:15])=[N:5]2. The catalyst class is: 9. (5) Reactant: C(OC(=O)[NH:7][C@@H:8]1[CH2:19][C@H:11]2[CH2:12][N:13]([C:15](=[O:18])[NH:16][CH3:17])[CH2:14][C@@:10]2([C:20]([N:22]2[CH2:31][CH2:30][C:29]3[N:28]=[CH:27][C:26]([C:32]([F:35])([F:34])[F:33])=[CH:25][C:24]=3[CH2:23]2)=[O:21])[CH2:9]1)(C)(C)C. Product: [NH2:7][C@@H:8]1[CH2:19][C@H:11]2[CH2:12][N:13]([C:15]([NH:16][CH3:17])=[O:18])[CH2:14][C@@:10]2([C:20]([N:22]2[CH2:31][CH2:30][C:29]3[N:28]=[CH:27][C:26]([C:32]([F:35])([F:34])[F:33])=[CH:25][C:24]=3[CH2:23]2)=[O:21])[CH2:9]1. The catalyst class is: 137. (6) Reactant: [Br:1][C:2]1[CH:7]=[CH:6][C:5]([S:8](Cl)(=[O:10])=[O:9])=[CH:4][CH:3]=1.[CH:12]1([NH2:16])[CH2:15][CH2:14][CH2:13]1. Product: [Br:1][C:2]1[CH:7]=[CH:6][C:5]([S:8]([NH:16][CH:12]2[CH2:15][CH2:14][CH2:13]2)(=[O:10])=[O:9])=[CH:4][CH:3]=1. The catalyst class is: 4. (7) Reactant: [C:1]1([CH:7]([N:9]2[CH2:13][CH:12]([C:14]3[CH:18]=[CH:17][S:16][CH:15]=3)[CH:11]([C:19]([OH:21])=O)[CH2:10]2)[CH3:8])[CH:6]=[CH:5][CH:4]=[CH:3][CH:2]=1.C(Cl)(=O)C([Cl:25])=O. Product: [C:1]1([CH:7]([N:9]2[CH2:13][CH:12]([C:14]3[CH:18]=[CH:17][S:16][CH:15]=3)[CH:11]([C:19]([Cl:25])=[O:21])[CH2:10]2)[CH3:8])[CH:6]=[CH:5][CH:4]=[CH:3][CH:2]=1. The catalyst class is: 139. (8) Reactant: N[C:2]1[CH:3]=[C:4]([NH:10][C:11]2[C:12]3[S:19][CH:18]=[CH:17][C:13]=3[N:14]=[CH:15][N:16]=2)[CH:5]=[C:6]([O:8][CH3:9])[CH:7]=1.[CH2:20]=O.[C:22]([BH3-])#[N:23].[Na+]. Product: [CH3:20][N:23]([CH3:22])[C:2]1[CH:3]=[C:4]([NH:10][C:11]2[C:12]3[S:19][CH:18]=[CH:17][C:13]=3[N:14]=[CH:15][N:16]=2)[CH:5]=[C:6]([O:8][CH3:9])[CH:7]=1. The catalyst class is: 130.